Dataset: NCI-60 drug combinations with 297,098 pairs across 59 cell lines. Task: Regression. Given two drug SMILES strings and cell line genomic features, predict the synergy score measuring deviation from expected non-interaction effect. (1) Drug 1: CCCCCOC(=O)NC1=NC(=O)N(C=C1F)C2C(C(C(O2)C)O)O. Drug 2: C1CN(P(=O)(OC1)NCCCl)CCCl. Cell line: BT-549. Synergy scores: CSS=-6.48, Synergy_ZIP=2.14, Synergy_Bliss=-1.17, Synergy_Loewe=-4.75, Synergy_HSA=-6.65. (2) Drug 1: CCC1(C2=C(COC1=O)C(=O)N3CC4=CC5=C(C=CC(=C5CN(C)C)O)N=C4C3=C2)O.Cl. Drug 2: CC1C(C(CC(O1)OC2CC(CC3=C2C(=C4C(=C3O)C(=O)C5=C(C4=O)C(=CC=C5)OC)O)(C(=O)CO)O)N)O.Cl. Cell line: UACC62. Synergy scores: CSS=64.6, Synergy_ZIP=-5.81, Synergy_Bliss=-7.89, Synergy_Loewe=-6.53, Synergy_HSA=-5.12. (3) Synergy scores: CSS=40.7, Synergy_ZIP=-0.151, Synergy_Bliss=-3.92, Synergy_Loewe=-28.6, Synergy_HSA=-7.54. Drug 2: B(C(CC(C)C)NC(=O)C(CC1=CC=CC=C1)NC(=O)C2=NC=CN=C2)(O)O. Cell line: OVCAR-5. Drug 1: CC1=C(C=C(C=C1)C(=O)NC2=CC(=CC(=C2)C(F)(F)F)N3C=C(N=C3)C)NC4=NC=CC(=N4)C5=CN=CC=C5. (4) Drug 1: C1=CC(=CC=C1CCCC(=O)O)N(CCCl)CCCl. Drug 2: COCCOC1=C(C=C2C(=C1)C(=NC=N2)NC3=CC=CC(=C3)C#C)OCCOC.Cl. Cell line: SK-MEL-28. Synergy scores: CSS=4.82, Synergy_ZIP=-1.47, Synergy_Bliss=-1.53, Synergy_Loewe=-2.10, Synergy_HSA=-1.83. (5) Drug 1: CC(C1=C(C=CC(=C1Cl)F)Cl)OC2=C(N=CC(=C2)C3=CN(N=C3)C4CCNCC4)N. Drug 2: C(=O)(N)NO. Cell line: SNB-19. Synergy scores: CSS=8.81, Synergy_ZIP=1.59, Synergy_Bliss=3.42, Synergy_Loewe=1.84, Synergy_HSA=3.75. (6) Drug 1: CCC(=C(C1=CC=CC=C1)C2=CC=C(C=C2)OCCN(C)C)C3=CC=CC=C3.C(C(=O)O)C(CC(=O)O)(C(=O)O)O. Drug 2: CS(=O)(=O)CCNCC1=CC=C(O1)C2=CC3=C(C=C2)N=CN=C3NC4=CC(=C(C=C4)OCC5=CC(=CC=C5)F)Cl. Cell line: MDA-MB-231. Synergy scores: CSS=-1.18, Synergy_ZIP=-5.29, Synergy_Bliss=-15.0, Synergy_Loewe=-13.9, Synergy_HSA=-12.3. (7) Drug 1: CC(CN1CC(=O)NC(=O)C1)N2CC(=O)NC(=O)C2. Cell line: NCI-H460. Drug 2: CC1OCC2C(O1)C(C(C(O2)OC3C4COC(=O)C4C(C5=CC6=C(C=C35)OCO6)C7=CC(=C(C(=C7)OC)O)OC)O)O. Synergy scores: CSS=68.2, Synergy_ZIP=5.57, Synergy_Bliss=5.88, Synergy_Loewe=10.7, Synergy_HSA=12.9. (8) Drug 1: CC1C(C(CC(O1)OC2CC(OC(C2O)C)OC3=CC4=CC5=C(C(=O)C(C(C5)C(C(=O)C(C(C)O)O)OC)OC6CC(C(C(O6)C)O)OC7CC(C(C(O7)C)O)OC8CC(C(C(O8)C)O)(C)O)C(=C4C(=C3C)O)O)O)O. Drug 2: CC1=C(C=C(C=C1)C(=O)NC2=CC(=CC(=C2)C(F)(F)F)N3C=C(N=C3)C)NC4=NC=CC(=N4)C5=CN=CC=C5. Cell line: SF-268. Synergy scores: CSS=34.7, Synergy_ZIP=1.17, Synergy_Bliss=2.77, Synergy_Loewe=-16.9, Synergy_HSA=1.29. (9) Drug 2: CC1=C2C(C(=O)C3(C(CC4C(C3C(C(C2(C)C)(CC1OC(=O)C(C(C5=CC=CC=C5)NC(=O)OC(C)(C)C)O)O)OC(=O)C6=CC=CC=C6)(CO4)OC(=O)C)O)C)O. Synergy scores: CSS=17.2, Synergy_ZIP=11.5, Synergy_Bliss=15.8, Synergy_Loewe=10.3, Synergy_HSA=10.5. Drug 1: CC1=CC=C(C=C1)C2=CC(=NN2C3=CC=C(C=C3)S(=O)(=O)N)C(F)(F)F. Cell line: OVCAR-4.